From a dataset of Reaction yield outcomes from USPTO patents with 853,638 reactions. Predict the reaction yield, written as a fraction of the theoretical maximum amount of product (1.0 means a 100% yield; for example, 0.34 means a 34% yield). (1) The reactants are Cl.[S:2]([N:12]1[C:16]2=[N:17][CH:18]=[C:19]([CH2:21][NH2:22])[N:20]=[C:15]2[CH:14]=[CH:13]1)([C:5]1[CH:11]=[CH:10][C:8]([CH3:9])=[CH:7][CH:6]=1)(=[O:4])=[O:3].[C:23]([O:27][C:28]([N:30]1[CH2:35][CH2:34][CH:33]([CH3:36])[CH:32]([C:37](O)=[O:38])[CH2:31]1)=[O:29])([CH3:26])([CH3:25])[CH3:24].CN(C(ON1N=NC2C=CC=NC1=2)=[N+](C)C)C.F[P-](F)(F)(F)(F)F.CCN(C(C)C)C(C)C. The catalyst is C(Cl)Cl. The product is [CH3:36][CH:33]1[CH2:34][CH2:35][N:30]([C:28]([O:27][C:23]([CH3:25])([CH3:24])[CH3:26])=[O:29])[CH2:31][CH:32]1[C:37](=[O:38])[NH:22][CH2:21][C:19]1[N:20]=[C:15]2[CH:14]=[CH:13][N:12]([S:2]([C:5]3[CH:6]=[CH:7][C:8]([CH3:9])=[CH:10][CH:11]=3)(=[O:3])=[O:4])[C:16]2=[N:17][CH:18]=1. The yield is 0.950. (2) The reactants are [O-]P([O-])([O-])=O.[K+].[K+].[K+].[CH2:9]([NH2:16])[C:10]1[CH:15]=[CH:14][CH:13]=[CH:12][CH:11]=1.I[C:18]1[CH:19]=[C:20]([CH3:25])[CH:21]=[C:22]([CH3:24])[CH:23]=1.C(O)CO. The catalyst is [Cu]I.CCCCCC.C(OCC)(=O)C.CC(O)C. The product is [CH2:9]([NH:16][C:18]1[CH:19]=[C:20]([CH3:25])[CH:21]=[C:22]([CH3:24])[CH:23]=1)[C:10]1[CH:15]=[CH:14][CH:13]=[CH:12][CH:11]=1. The yield is 0.840. (3) The yield is 0.600. The reactants are O[CH:2]1[C:10]2[C:5](=[C:6]([C:11]3[O:15][C:14]([C:16]4[CH:17]=[CH:18][C:19]([O:24][CH:25]([CH3:27])[CH3:26])=[C:20]([CH:23]=4)[C:21]#[N:22])=[N:13][CH:12]=3)[CH:7]=[CH:8][CH:9]=2)[CH2:4][CH2:3]1.S(Cl)(Cl)=O.C(NCC)(C)C.[CH2:38]([CH2:40][NH2:41])[OH:39]. The product is [OH:39][CH2:38][CH2:40][NH:41][CH:2]1[C:10]2[C:5](=[C:6]([C:11]3[O:15][C:14]([C:16]4[CH:17]=[CH:18][C:19]([O:24][CH:25]([CH3:27])[CH3:26])=[C:20]([CH:23]=4)[C:21]#[N:22])=[N:13][CH:12]=3)[CH:7]=[CH:8][CH:9]=2)[CH2:4][CH2:3]1. The catalyst is C(Cl)Cl. (4) The reactants are [CH3:1][N:2]1[CH2:7][CH2:6][C:5]([CH2:19][NH2:20])([C:8]2[N:9]=[C:10]([C:13]3[CH:18]=[CH:17][CH:16]=[CH:15][CH:14]=3)[S:11][CH:12]=2)[CH2:4][CH2:3]1.[F:21][C:22]([F:38])([F:37])[C:23]1[O:27][N:26]=[C:25]([C:28]2[CH:29]=[N:30][CH:31]=[C:32]([CH:36]=2)[C:33](O)=[O:34])[N:24]=1. No catalyst specified. The product is [CH3:1][N:2]1[CH2:3][CH2:4][C:5]([CH2:19][NH:20][C:33](=[O:34])[C:32]2[CH:36]=[C:28]([C:25]3[N:24]=[C:23]([C:22]([F:38])([F:37])[F:21])[O:27][N:26]=3)[CH:29]=[N:30][CH:31]=2)([C:8]2[N:9]=[C:10]([C:13]3[CH:18]=[CH:17][CH:16]=[CH:15][CH:14]=3)[S:11][CH:12]=2)[CH2:6][CH2:7]1. The yield is 0.0800.